This data is from NCI-60 drug combinations with 297,098 pairs across 59 cell lines. The task is: Regression. Given two drug SMILES strings and cell line genomic features, predict the synergy score measuring deviation from expected non-interaction effect. (1) Drug 1: C1=NC2=C(N1)C(=S)N=C(N2)N. Drug 2: CS(=O)(=O)OCCCCOS(=O)(=O)C. Cell line: DU-145. Synergy scores: CSS=29.4, Synergy_ZIP=-1.55, Synergy_Bliss=-2.49, Synergy_Loewe=-27.9, Synergy_HSA=-2.37. (2) Drug 1: CC(CN1CC(=O)NC(=O)C1)N2CC(=O)NC(=O)C2. Drug 2: C1=NC2=C(N=C(N=C2N1C3C(C(C(O3)CO)O)O)F)N. Cell line: CAKI-1. Synergy scores: CSS=34.0, Synergy_ZIP=-11.6, Synergy_Bliss=-3.01, Synergy_Loewe=-2.36, Synergy_HSA=-1.12. (3) Drug 1: CCCCC(=O)OCC(=O)C1(CC(C2=C(C1)C(=C3C(=C2O)C(=O)C4=C(C3=O)C=CC=C4OC)O)OC5CC(C(C(O5)C)O)NC(=O)C(F)(F)F)O. Drug 2: CN1C2=C(C=C(C=C2)N(CCCl)CCCl)N=C1CCCC(=O)O.Cl. Cell line: NCIH23. Synergy scores: CSS=60.1, Synergy_ZIP=-6.60, Synergy_Bliss=-15.6, Synergy_Loewe=-35.2, Synergy_HSA=-12.0. (4) Drug 1: CC1=C(C=C(C=C1)NC2=NC=CC(=N2)N(C)C3=CC4=NN(C(=C4C=C3)C)C)S(=O)(=O)N.Cl. Cell line: SW-620. Drug 2: CCCCCOC(=O)NC1=NC(=O)N(C=C1F)C2C(C(C(O2)C)O)O. Synergy scores: CSS=-9.69, Synergy_ZIP=6.75, Synergy_Bliss=1.03, Synergy_Loewe=-9.31, Synergy_HSA=-9.77. (5) Drug 1: C#CCC(CC1=CN=C2C(=N1)C(=NC(=N2)N)N)C3=CC=C(C=C3)C(=O)NC(CCC(=O)O)C(=O)O. Drug 2: N.N.Cl[Pt+2]Cl. Cell line: MDA-MB-435. Synergy scores: CSS=8.32, Synergy_ZIP=-6.27, Synergy_Bliss=-4.21, Synergy_Loewe=-4.03, Synergy_HSA=-3.21. (6) Drug 1: C1=CC(=CC=C1CC(C(=O)O)N)N(CCCl)CCCl.Cl. Synergy scores: CSS=11.3, Synergy_ZIP=-5.51, Synergy_Bliss=-4.32, Synergy_Loewe=-8.12, Synergy_HSA=-5.72. Drug 2: C1C(C(OC1N2C=NC3=C(N=C(N=C32)Cl)N)CO)O. Cell line: 786-0.